Task: Predict the product of the given reaction.. Dataset: Forward reaction prediction with 1.9M reactions from USPTO patents (1976-2016) (1) The product is: [CH2:1]([N:8]1[CH2:13][CH2:12][C:11]2([C:21]3[C:20](=[O:22])[N:19]([CH2:23][C@H:24]([NH:31][C:32](=[O:38])[O:33][C:34]([CH3:35])([CH3:36])[CH3:37])[C:25]4[CH:30]=[CH:29][CH:28]=[CH:27][CH:26]=4)[C:18](=[O:39])[N:17]([CH2:40][C:41]4[C:46]([C:47]([F:48])([F:49])[F:50])=[CH:45][CH:44]=[CH:43][C:42]=4[F:51])[C:16]=3[CH2:15][CH2:52]2)[CH2:10][CH2:9]1)[C:2]1[CH:7]=[CH:6][CH:5]=[CH:4][CH:3]=1. Given the reactants [CH2:1]([N:8]1[CH2:13][CH2:12][C:11]2([C:21]3[C:20](=[O:22])[N:19]([CH2:23][C@H:24]([NH:31][C:32](=[O:38])[O:33][C:34]([CH3:37])([CH3:36])[CH3:35])[C:25]4[CH:30]=[CH:29][CH:28]=[CH:27][CH:26]=4)[C:18](=[O:39])[N:17]([CH2:40][C:41]4[C:46]([C:47]([F:50])([F:49])[F:48])=[CH:45][CH:44]=[CH:43][C:42]=4[F:51])[C:16]=3[CH2:15]O2)[CH2:10][CH2:9]1)[C:2]1[CH:7]=[CH:6][CH:5]=[CH:4][CH:3]=1.[CH2:52](N1CCC2(C3C(=O)NC(=O)N(CC4C(C(F)(F)F)=CC=CC=4F)C=3CC2)CC1)C1C=CC=CC=1, predict the reaction product. (2) Given the reactants [CH2:1]([O:3][C:4]1[C:12]2[C:11](=[O:13])[N:10]([C:14]3[CH:19]=[CH:18][C:17]([CH2:20][C:21]([O:23]CC)=[O:22])=[CH:16][C:15]=3[F:26])[C:9](=[O:27])[C:8]=2[C:7]([O:28][CH2:29][C:30]([F:33])([F:32])[F:31])=[C:6]2[CH:34]=[CH:35][CH:36]=[CH:37][C:5]=12)[CH3:2].C(O)(=O)C.Cl, predict the reaction product. The product is: [CH2:1]([O:3][C:4]1[C:12]2[C:11](=[O:13])[N:10]([C:14]3[CH:19]=[CH:18][C:17]([CH2:20][C:21]([OH:23])=[O:22])=[CH:16][C:15]=3[F:26])[C:9](=[O:27])[C:8]=2[C:7]([O:28][CH2:29][C:30]([F:31])([F:33])[F:32])=[C:6]2[CH:34]=[CH:35][CH:36]=[CH:37][C:5]=12)[CH3:2]. (3) Given the reactants [CH3:1][C:2]1[CH:7]=[CH:6][N:5]=[C:4]([S:8][CH3:9])[N:3]=1.[Li+].C[Si]([N-][Si](C)(C)C)(C)C.[C:20](OCC1C=CC=CC=1)(=[O:22])[CH3:21], predict the reaction product. The product is: [CH3:9][S:8][C:4]1[N:3]=[C:2]([CH2:1][C:20](=[O:22])[CH3:21])[CH:7]=[CH:6][N:5]=1. (4) Given the reactants [C:1]12([C:11]3[CH:21]=[CH:20][C:14]([O:15][CH2:16][C:17](O)=[O:18])=[CH:13][CH:12]=3)[CH2:10][CH:5]3[CH2:6][CH:7]([CH2:9][CH:3]([CH2:4]3)[CH2:2]1)[CH2:8]2.[NH2:22][C:23]1[CH:24]=[C:25]([CH:29]=[CH:30][CH:31]=1)[C:26]([NH2:28])=[O:27].C1C=CC2N(O)N=NC=2C=1.CCN(C(C)C)C(C)C, predict the reaction product. The product is: [C:1]12([C:11]3[CH:21]=[CH:20][C:14]([O:15][CH2:16][C:17]([NH:22][C:23]4[CH:24]=[C:25]([CH:29]=[CH:30][CH:31]=4)[C:26]([NH2:28])=[O:27])=[O:18])=[CH:13][CH:12]=3)[CH2:2][CH:3]3[CH2:9][CH:7]([CH2:6][CH:5]([CH2:4]3)[CH2:10]1)[CH2:8]2. (5) Given the reactants [C:1]([O:5][C:6]([N:8]1[CH2:12][C@H:11]([OH:13])[CH2:10][C@H:9]1[C:14]([O:16][CH3:17])=[O:15])=[O:7])([CH3:4])([CH3:3])[CH3:2].CN(C=O)C.N1C=CN=C1.[Si:28](Cl)([C:31]([CH3:34])([CH3:33])[CH3:32])([CH3:30])[CH3:29], predict the reaction product. The product is: [Si:28]([O:13][C@H:11]1[CH2:12][N:8]([C:6]([O:5][C:1]([CH3:4])([CH3:3])[CH3:2])=[O:7])[C@H:9]([C:14]([O:16][CH3:17])=[O:15])[CH2:10]1)([C:31]([CH3:34])([CH3:33])[CH3:32])([CH3:30])[CH3:29]. (6) The product is: [N:26]1[CH:25]=[CH:24][C:29]([C:2]2[CH:7]=[C:6]([C:8]3[CH:9]=[N:10][C:11]([C:14]([F:17])([F:16])[F:15])=[CH:12][CH:13]=3)[CH:5]=[CH:4][C:3]=2[OH:18])=[CH:28][N:27]=1. Given the reactants I[C:2]1[CH:7]=[C:6]([C:8]2[CH:9]=[N:10][C:11]([C:14]([F:17])([F:16])[F:15])=[CH:12][CH:13]=2)[CH:5]=[CH:4][C:3]=1[OH:18].C([Sn](CCCC)(CCCC)[C:24]1[CH:29]=[CH:28][N:27]=[N:26][CH:25]=1)CCC.[F-].[Cs+].C1(P(=O)(C2C=CC=CC=2)C2C=CC=CC=2)C=CC=CC=1, predict the reaction product. (7) Given the reactants [CH3:1][NH:2][C:3](=[O:13])[C:4]1[C:9]([N+:10]([O-])=O)=[CH:8][CH:7]=[CH:6][N:5]=1.[H][H], predict the reaction product. The product is: [NH2:10][C:9]1[C:4]([C:3]([NH:2][CH3:1])=[O:13])=[N:5][CH:6]=[CH:7][CH:8]=1.